From a dataset of Forward reaction prediction with 1.9M reactions from USPTO patents (1976-2016). Predict the product of the given reaction. (1) Given the reactants [C:1](Cl)(=[O:3])[CH3:2].[CH:5]1([NH:8][C:9]2[CH:14]=[C:13]([C:15]3[S:19][C:18]([CH2:20][CH3:21])=[N:17][C:16]=3[C:22]3[CH:27]=[CH:26][C:25]([F:28])=[CH:24][CH:23]=3)[CH:12]=[CH:11][N:10]=2)[CH2:7][CH2:6]1.C(=O)([O-])[O-].[K+].[K+].O, predict the reaction product. The product is: [CH:5]1([N:8]([C:9]2[CH:14]=[C:13]([C:15]3[S:19][C:18]([CH2:20][CH3:21])=[N:17][C:16]=3[C:22]3[CH:23]=[CH:24][C:25]([F:28])=[CH:26][CH:27]=3)[CH:12]=[CH:11][N:10]=2)[C:1](=[O:3])[CH3:2])[CH2:7][CH2:6]1. (2) Given the reactants Br[C:2]1[C:7]([F:8])=[C:6]([N:9]2[CH2:14][CH2:13][CH:12]([C:15]3[N:24]=[C:23]4[C:18]([CH2:19][CH2:20][CH2:21][NH:22]4)=[CH:17][CH:16]=3)[CH2:11][CH2:10]2)[N:5]=[CH:4][N:3]=1.[NH2:25][CH2:26][C@@H:27]([C:39]([O:41][C:42]([CH3:45])([CH3:44])[CH3:43])=[O:40])[NH:28][C:29]([O:31][CH2:32][C:33]1[CH:38]=[CH:37][CH:36]=[CH:35][CH:34]=1)=[O:30].[F-].[Cs+].C1(P(C2C=CC=CC=2)C2C=CC3C(=CC=CC=3)C=2C2C3C(=CC=CC=3)C=CC=2P(C2C=CC=CC=2)C2C=CC=CC=2)C=CC=CC=1, predict the reaction product. The product is: [F:8][C:7]1[C:2]([NH:25][CH2:26][C@@H:27]([C:39]([O:41][C:42]([CH3:45])([CH3:44])[CH3:43])=[O:40])[NH:28][C:29]([O:31][CH2:32][C:33]2[CH:38]=[CH:37][CH:36]=[CH:35][CH:34]=2)=[O:30])=[N:3][CH:4]=[N:5][C:6]=1[N:9]1[CH2:14][CH2:13][CH:12]([C:15]2[N:24]=[C:23]3[C:18]([CH2:19][CH2:20][CH2:21][NH:22]3)=[CH:17][CH:16]=2)[CH2:11][CH2:10]1. (3) Given the reactants [Cl:1][C:2]1[CH:3]=[CH:4][C:5]([CH2:12][O:13][C:14]2[CH:19]=[CH:18][CH:17]=[CH:16][C:15]=2[Cl:20])=[C:6]([CH:11]=1)[C:7]([O:9]C)=[O:8].[OH-].[Na+], predict the reaction product. The product is: [Cl:1][C:2]1[CH:3]=[CH:4][C:5]([CH2:12][O:13][C:14]2[CH:19]=[CH:18][CH:17]=[CH:16][C:15]=2[Cl:20])=[C:6]([CH:11]=1)[C:7]([OH:9])=[O:8]. (4) The product is: [NH2:28][C:22]1[CH:23]=[C:24]([CH3:27])[CH:25]=[CH:26][C:21]=1[NH:20][CH:17]1[CH2:18][CH2:19][N:14]([C:2]2([CH3:1])[CH2:6][CH2:5][N:4]([C:7]([O:9][C:10]([CH3:13])([CH3:12])[CH3:11])=[O:8])[CH2:3]2)[CH2:15][CH2:16]1. Given the reactants [CH3:1][C:2]1([N:14]2[CH2:19][CH2:18][CH:17]([NH:20][C:21]3[CH:26]=[CH:25][C:24]([CH3:27])=[CH:23][C:22]=3[N+:28]([O-])=O)[CH2:16][CH2:15]2)[CH2:6][CH2:5][N:4]([C:7]([O:9][C:10]([CH3:13])([CH3:12])[CH3:11])=[O:8])[CH2:3]1, predict the reaction product. (5) Given the reactants Cl[C:2]1[N:6]([CH3:7])[N:5]=[CH:4][C:3]=1[N+:8]([O-:10])=[O:9].[OH:11][C@@H:12]1[CH2:16][CH2:15][O:14][CH2:13]1, predict the reaction product. The product is: [CH3:7][N:6]1[C:2]([O:11][C@@H:12]2[CH2:16][CH2:15][O:14][CH2:13]2)=[C:3]([N+:8]([O-:10])=[O:9])[CH:4]=[N:5]1.